From a dataset of Full USPTO retrosynthesis dataset with 1.9M reactions from patents (1976-2016). Predict the reactants needed to synthesize the given product. Given the product [NH2:11][C:5]1[CH:6]=[CH:7][C:8]([I:10])=[CH:9][C:4]=1[C:1](=[O:3])[CH3:2], predict the reactants needed to synthesize it. The reactants are: [C:1]([C:4]1[CH:9]=[C:8]([I:10])[CH:7]=[CH:6][C:5]=1[NH:11]C(=O)OC(C)(C)C)(=[O:3])[CH3:2].FC(F)(F)C(O)=O.